Dataset: Full USPTO retrosynthesis dataset with 1.9M reactions from patents (1976-2016). Task: Predict the reactants needed to synthesize the given product. (1) Given the product [F:17][C:10]1[CH:9]=[C:8]([C:18](=[O:20])[CH3:19])[C:7]([C:28]2[CH:27]=[CH:26][CH:25]=[C:24]([F:23])[CH:29]=2)=[C:16]2[C:11]=1[CH:12]=[CH:13][CH:14]=[N:15]2, predict the reactants needed to synthesize it. The reactants are: FC(F)(F)S(O[C:7]1[C:8]([C:18](=[O:20])[CH3:19])=[CH:9][C:10]([F:17])=[C:11]2[C:16]=1[N:15]=[CH:14][CH:13]=[CH:12]2)(=O)=O.[F:23][C:24]1[CH:25]=[C:26]([Zn]I)[CH:27]=[CH:28][CH:29]=1. (2) Given the product [CH:26]1([C:18]2([CH2:17][CH2:16][C:13]3[CH:14]=[CH:15][C:10]([C:5](=[O:6])[C:1]([CH3:3])([CH3:2])[CH3:4])=[CH:11][CH:12]=3)[O:23][C:22](=[O:24])[CH2:21][C:20](=[O:25])[CH2:19]2)[CH2:30][CH2:29][CH2:28][CH2:27]1, predict the reactants needed to synthesize it. The reactants are: [C:1]([C:5]1([C:10]2[CH:15]=[CH:14][C:13]([CH2:16][CH2:17][C:18]3([CH:26]4[CH2:30][CH2:29][CH2:28][CH2:27]4)[O:23][C:22](=[O:24])[CH2:21][C:20](=[O:25])[CH2:19]3)=[CH:12][CH:11]=2)OCC[O:6]1)([CH3:4])([CH3:3])[CH3:2]. (3) Given the product [C:59]([NH:58][CH2:57][CH2:56][C:50]1[CH:49]=[CH:54][C:53]([CH3:55])=[CH:52][C:51]=1[O:33][CH2:32][CH2:31][O:30][CH:18]1[CH:17]([C:14]2[CH:15]=[CH:16][C:11]([O:10][CH2:9][CH2:8][CH2:7][O:6][CH2:5][C:4]3[CH:44]=[CH:45][CH:46]=[CH:47][C:3]=3[O:2][CH3:1])=[CH:12][CH:13]=2)[CH2:22][CH2:21][N:20]([C:23]([O:25][C:26]([CH3:27])([CH3:29])[CH3:28])=[O:24])[CH2:19]1)(=[O:61])[CH3:60], predict the reactants needed to synthesize it. The reactants are: [CH3:1][O:2][C:3]1[CH:47]=[CH:46][CH:45]=[CH:44][C:4]=1[CH2:5][O:6][CH2:7][CH2:8][CH2:9][O:10][C:11]1[CH:16]=[CH:15][C:14]([CH:17]2[CH2:22][CH2:21][N:20]([C:23]([O:25][C:26]([CH3:29])([CH3:28])[CH3:27])=[O:24])[CH2:19][CH:18]2[O:30][CH2:31][CH2:32][O:33]S(C2C=CC(C)=CC=2)(=O)=O)=[CH:13][CH:12]=1.O[C:49]1[CH:54]=[C:53]([CH3:55])[CH:52]=[CH:51][C:50]=1[CH2:56][CH2:57][NH:58][C:59](=[O:61])[CH3:60]. (4) The reactants are: Br[CH2:2][CH2:3][CH2:4][O:5][C:6]1[C:7]([O:26][CH3:27])=[CH:8][CH:9]=[C:10]2[C:15]=1[NH:14][C:13](=[O:16])[CH:12]=[C:11]2[NH:17][C:18]1[C:23]([Cl:24])=[CH:22][N:21]=[CH:20][C:19]=1[Cl:25].[NH:28]1[CH2:33][CH2:32][O:31][CH2:30][CH2:29]1. Given the product [Cl:25][C:19]1[CH:20]=[N:21][CH:22]=[C:23]([Cl:24])[C:18]=1[NH:17][C:11]1[C:10]2[C:15](=[C:6]([O:5][CH2:4][CH2:3][CH2:2][N:28]3[CH2:33][CH2:32][O:31][CH2:30][CH2:29]3)[C:7]([O:26][CH3:27])=[CH:8][CH:9]=2)[NH:14][C:13](=[O:16])[CH:12]=1, predict the reactants needed to synthesize it.